Dataset: Reaction yield outcomes from USPTO patents with 853,638 reactions. Task: Predict the reaction yield, written as a fraction of the theoretical maximum amount of product (1.0 means a 100% yield; for example, 0.34 means a 34% yield). (1) The reactants are C([O:8][C:9]1[CH:14]=[CH:13][C:12]([N:15]2[C:19]([C:20]3[CH:25]=[CH:24][N:23]=[CH:22][CH:21]=3)=[CH:18][N:17]=[CH:16]2)=[CH:11][CH:10]=1)C1C=CC=CC=1.C1(OC)C=CC=CC=1. The catalyst is FC(F)(F)C(O)=O. The product is [N:23]1[CH:24]=[CH:25][C:20]([C:19]2[N:15]([C:12]3[CH:13]=[CH:14][C:9]([OH:8])=[CH:10][CH:11]=3)[CH:16]=[N:17][CH:18]=2)=[CH:21][CH:22]=1. The yield is 0.880. (2) The reactants are C([N:8]1[CH2:13][CH2:12][C:11]([NH:16][C:17]2[CH:22]=[CH:21][C:20]([Cl:23])=[CH:19][CH:18]=2)([C:14]#[N:15])[CH2:10][CH2:9]1)C1C=CC=CC=1.ClC(OC(Cl)C)=O.ClC([O-])=O. The catalyst is ClC(Cl)C. The product is [Cl:23][C:20]1[CH:19]=[CH:18][C:17]([NH:16][C:11]2([C:14]#[N:15])[CH2:12][CH2:13][NH:8][CH2:9][CH2:10]2)=[CH:22][CH:21]=1. The yield is 0.710. (3) The reactants are C(OC([N:8]1[CH2:13][CH2:12][N:11]([C:14](=[O:39])[C:15]2[CH:20]=[CH:19][C:18]([C:21]3[CH:22]=[C:23]4[C:29]([C:30]5[CH:35]=[CH:34][C:33]([C:36](=[O:38])[NH2:37])=[CH:32][CH:31]=5)=[CH:28][NH:27][C:24]4=[N:25][CH:26]=3)=[CH:17][CH:16]=2)[CH2:10][CH2:9]1)=O)(C)(C)C.[ClH:40]. The catalyst is CO.O1CCOCC1. The product is [ClH:40].[N:11]1([C:14]([C:15]2[CH:20]=[CH:19][C:18]([C:21]3[CH:22]=[C:23]4[C:29]([C:30]5[CH:31]=[CH:32][C:33]([C:36]([NH2:37])=[O:38])=[CH:34][CH:35]=5)=[CH:28][NH:27][C:24]4=[N:25][CH:26]=3)=[CH:17][CH:16]=2)=[O:39])[CH2:10][CH2:9][NH:8][CH2:13][CH2:12]1. The yield is 1.16. (4) The reactants are [Cl:1][C:2]1[C:3]2[C:10]([CH:11]=[N:12]O)=[CH:9][NH:8][C:4]=2[N:5]=[CH:6][N:7]=1.S(Cl)(Cl)=O. The catalyst is C(Cl)Cl. The product is [Cl:1][C:2]1[C:3]2[C:10]([C:11]#[N:12])=[CH:9][NH:8][C:4]=2[N:5]=[CH:6][N:7]=1. The yield is 0.970. (5) The reactants are [C:1]1([C:7]([OH:9])=[O:8])([C:4](O)=[O:5])[CH2:3][CH2:2]1.C(N(CC)CC)C.S(Cl)(Cl)=O.[F:21][C:22]1[CH:28]=[CH:27][C:25]([NH2:26])=[C:24]([CH3:29])[CH:23]=1.[OH-].[Na+]. The catalyst is O1CCCC1. The product is [F:21][C:22]1[CH:28]=[CH:27][C:25]([NH:26][C:4]([C:1]2([C:7]([OH:9])=[O:8])[CH2:3][CH2:2]2)=[O:5])=[C:24]([CH3:29])[CH:23]=1. The yield is 0.600. (6) The reactants are Cl[C:2](=[N:9][N:10]=[C:11](Cl)[C:12]1[CH:17]=[CH:16][CH:15]=[CH:14][C:13]=1[CH3:18])[C:3]1[CH:8]=[CH:7][CH:6]=[CH:5][CH:4]=1.[CH3:20][C:21]1[CH:27]=[CH:26][CH:25]=[C:24]([CH3:28])[C:22]=1[NH2:23].CN(C)C1C=CC=CC=1.Cl. The catalyst is ClCCl. The product is [CH3:18][C:13]1[CH:14]=[CH:15][CH:16]=[CH:17][C:12]=1[C:11]1[N:23]([C:22]2[C:24]([CH3:28])=[CH:25][CH:26]=[CH:27][C:21]=2[CH3:20])[C:2]([C:3]2[CH:8]=[CH:7][CH:6]=[CH:5][CH:4]=2)=[N:9][N:10]=1. The yield is 0.310. (7) The reactants are I[CH3:2].[N-:3]=[N+:4]=[N-:5].[Na+].[C:7]1([C:13]#[CH:14])[CH:12]=[CH:11][CH:10]=[CH:9][CH:8]=1. The catalyst is C(O)C.[Cu]I. The product is [CH3:2][N:3]1[CH:14]=[C:13]([C:7]2[CH:12]=[CH:11][CH:10]=[CH:9][CH:8]=2)[N:5]=[N:4]1. The yield is 0.300.